Dataset: Full USPTO retrosynthesis dataset with 1.9M reactions from patents (1976-2016). Task: Predict the reactants needed to synthesize the given product. (1) Given the product [CH3:19][C:20]1([CH3:36])[C:24]([CH3:26])([CH3:25])[O:23][B:22]([C:2]2[CH:3]=[CH:4][CH:5]=[C:6]3[C:10]=2[N:9]([CH2:11][O:12][CH2:13][CH2:14][Si:15]([CH3:18])([CH3:17])[CH3:16])[N:8]=[CH:7]3)[O:21]1, predict the reactants needed to synthesize it. The reactants are: Br[C:2]1[CH:3]=[CH:4][CH:5]=[C:6]2[C:10]=1[N:9]([CH2:11][O:12][CH2:13][CH2:14][Si:15]([CH3:18])([CH3:17])[CH3:16])[N:8]=[CH:7]2.[CH3:19][C:20]1([CH3:36])[C:24]([CH3:26])([CH3:25])[O:23][B:22]([B:22]2[O:23][C:24]([CH3:26])([CH3:25])[C:20]([CH3:36])([CH3:19])[O:21]2)[O:21]1.C([O-])(=O)C.[K+]. (2) Given the product [CH3:25][C:13]1([N:10]2[CH2:11][CH2:12][CH:7]([N:6]3[C@H:5]4[CH2:26][CH2:27][CH2:28][CH2:29][C@@H:4]4[NH:3][C:2]3=[O:1])[CH2:8][CH2:9]2)[CH2:17][CH2:16][NH:15][CH2:14]1, predict the reactants needed to synthesize it. The reactants are: [O:1]=[C:2]1[N:6]([CH:7]2[CH2:12][CH2:11][N:10]([C:13]3([CH3:25])[CH2:17][CH2:16][N:15](C(OC(C)(C)C)=O)[CH2:14]3)[CH2:9][CH2:8]2)[C@H:5]2[CH2:26][CH2:27][CH2:28][CH2:29][C@@H:4]2[NH:3]1.Cl. (3) Given the product [NH2:4][C:7]1[CH:8]=[CH:9][C:10]2[CH2:16][CH2:15][CH2:14][NH:13][C:12](=[O:17])[C:11]=2[CH:18]=1, predict the reactants needed to synthesize it. The reactants are: O.NN.[N+:4]([C:7]1[CH:8]=[CH:9][C:10]2[CH2:16][CH2:15][CH2:14][NH:13][C:12](=[O:17])[C:11]=2[CH:18]=1)([O-])=O. (4) Given the product [CH2:1]([O:8][C:9]1[C:17]([O:18][CH2:19][C:20]2[CH:25]=[CH:24][CH:23]=[CH:22][CH:21]=2)=[CH:16][CH:15]=[CH:14][C:10]=1[C:11]1[S:13][CH:27]=[C:28]([C:29]([O:31][CH2:32][CH3:33])=[O:30])[N:12]=1)[C:2]1[CH:3]=[CH:4][CH:5]=[CH:6][CH:7]=1, predict the reactants needed to synthesize it. The reactants are: [CH2:1]([O:8][C:9]1[C:17]([O:18][CH2:19][C:20]2[CH:25]=[CH:24][CH:23]=[CH:22][CH:21]=2)=[CH:16][CH:15]=[CH:14][C:10]=1[C:11](=[S:13])[NH2:12])[C:2]1[CH:7]=[CH:6][CH:5]=[CH:4][CH:3]=1.Br[CH2:27][C:28](=O)[C:29]([O:31][CH2:32][CH3:33])=[O:30].C(=O)([O-])O.[Na+]. (5) Given the product [NH:62]1[CH:63]=[CH:64][C:59]([NH2:58])=[N:60][C:61]1=[O:69].[NH2:11][C@H:12]([C:20]([NH:22][C@H:23]([C:31]([NH:33][C@H:34]([C:43]([OH:45])=[O:44])[CH2:35][C:36]1[CH:41]=[CH:40][C:39]([OH:42])=[CH:38][CH:37]=1)=[O:32])[CH2:24][C:25]1[CH:30]=[CH:29][CH:28]=[CH:27][CH:26]=1)=[O:21])[CH2:13][C:14]1[CH:15]=[CH:16][CH:17]=[CH:18][CH:19]=1.[P:46]([O-:50])([O-:49])([O-:48])=[O:47], predict the reactants needed to synthesize it. The reactants are: N1C(N)=C2C(N=CN2)=NC=1.[NH2:11][C@H:12]([C:20]([NH:22][C@H:23]([C:31]([NH:33][C@H:34]([C:43]([OH:45])=[O:44])[CH2:35][C:36]1[CH:41]=[CH:40][C:39]([OH:42])=[CH:38][CH:37]=1)=[O:32])[CH2:24][C:25]1[CH:30]=[CH:29][CH:28]=[CH:27][CH:26]=1)=[O:21])[CH2:13][C:14]1[CH:19]=[CH:18][CH:17]=[CH:16][CH:15]=1.[P:46]([O-:50])([O-:49])([O-:48])=[O:47].C([N:58](C(OC(C)(C)C)=O)[C:59]1[CH:64]=[CH:63][N:62](CC(O)=O)[C:61](=[O:69])[N:60]=1)(OC(C)(C)C)=O.